From a dataset of Reaction yield outcomes from USPTO patents with 853,638 reactions. Predict the reaction yield, written as a fraction of the theoretical maximum amount of product (1.0 means a 100% yield; for example, 0.34 means a 34% yield). (1) The reactants are [Br:1][C:2]1[C:3]([F:12])=[C:4]2[C:10]([NH2:11])=[CH:9][NH:8][C:5]2=[N:6][CH:7]=1.[CH3:13][C:14]1[CH:15]=[C:16]([CH:20]=[CH:21][CH:22]=1)[C:17](O)=[O:18].C1N(P(Cl)(N2C(=O)OCC2)=O)C(=O)OC1.C(N(CC)CC)C.[Li+].[OH-]. The catalyst is C(Cl)Cl.O. The product is [Br:1][C:2]1[C:3]([F:12])=[C:4]2[C:10]([NH:11][C:17](=[O:18])[C:16]3[CH:20]=[CH:21][CH:22]=[C:14]([CH3:13])[CH:15]=3)=[CH:9][NH:8][C:5]2=[N:6][CH:7]=1. The yield is 0.555. (2) The reactants are [CH3:1][C:2]1[C:3]([CH:13]=[O:14])=[CH:4][NH:5][C:6]=1[C:7]1[CH:12]=[CH:11][CH:10]=[CH:9][CH:8]=1.[H-].[Na+].C1OCCOCCOCCOCCOC1.[S:32]1[CH:36]=[CH:35][C:34]([S:37](Cl)(=[O:39])=[O:38])=[CH:33]1. No catalyst specified. The product is [CH3:1][C:2]1[C:3]([CH:13]=[O:14])=[CH:4][N:5]([S:37]([C:34]2[CH:35]=[CH:36][S:32][CH:33]=2)(=[O:39])=[O:38])[C:6]=1[C:7]1[CH:12]=[CH:11][CH:10]=[CH:9][CH:8]=1. The yield is 0.880. (3) The reactants are [Si:1]([O:8][CH2:9][C:10]1([CH3:38])[S:16][CH2:15][CH2:14][N:13]2[C:17]([C:20]3([C:23]4[CH:28]=[CH:27][C:26](B5OC(C)(C)C(C)(C)O5)=[CH:25][CH:24]=4)[CH2:22][CH2:21]3)=[N:18][N:19]=[C:12]2[CH2:11]1)([C:4]([CH3:7])([CH3:6])[CH3:5])([CH3:3])[CH3:2].Br[C:40]1[CH:41]=[CH:42][C:43]([C:46]#[N:47])=[N:44][CH:45]=1.C(=O)([O-])[O-].[K+].[K+].C(=O)([O-])O.[Na+]. The catalyst is C(COC)OC.O.C1C=CC([P]([Pd]([P](C2C=CC=CC=2)(C2C=CC=CC=2)C2C=CC=CC=2)([P](C2C=CC=CC=2)(C2C=CC=CC=2)C2C=CC=CC=2)[P](C2C=CC=CC=2)(C2C=CC=CC=2)C2C=CC=CC=2)(C2C=CC=CC=2)C2C=CC=CC=2)=CC=1. The product is [Si:1]([O:8][CH2:9][C:10]1([CH3:38])[S:16][CH2:15][CH2:14][N:13]2[C:17]([C:20]3([C:23]4[CH:24]=[CH:25][C:26]([C:40]5[CH:41]=[CH:42][C:43]([C:46]#[N:47])=[N:44][CH:45]=5)=[CH:27][CH:28]=4)[CH2:22][CH2:21]3)=[N:18][N:19]=[C:12]2[CH2:11]1)([C:4]([CH3:7])([CH3:5])[CH3:6])([CH3:2])[CH3:3]. The yield is 0.700. (4) The reactants are C(N1C[C@H](O)C[C@H]1C(O)=O)(OC(C)(C)C)=O.C(O[Na])(C)(C)C.Cl[C:24]1[C:33](C(F)(F)C=C)=[N:32][C:31]2[C:26](=[CH:27][CH:28]=[CH:29][CH:30]=2)[N:25]=1.[Si](C=[N+]=[N-])(C)(C)C. The yield is 0.820. The product is [N:25]1[C:26]2[C:31](=[CH:30][CH:29]=[CH:28][CH:27]=2)[N:32]=[CH:33][CH:24]=1. The catalyst is CN(C=O)C.C1COCC1.C(Cl)Cl.CO. (5) The reactants are [CH3:1][O:2][C:3]1[CH:12]=[CH:11][C:10]2[C:5](=[CH:6][CH:7]=[CH:8][CH:9]=2)[N:4]=1.C([O:16][B:17](OC(C)C)[O:18]C(C)C)(C)C.C([Li])CCC.[NH4+].[Cl-].Cl. The catalyst is O1CCCC1. The product is [CH3:1][O:2][C:3]1[C:12]([B:17]([OH:18])[OH:16])=[CH:11][C:10]2[C:5](=[CH:6][CH:7]=[CH:8][CH:9]=2)[N:4]=1. The yield is 0.770. (6) The reactants are [CH2:1]([N:8]1[C:16]2[CH:15]=[CH:14][CH:13]=[C:12]([OH:17])[C:11]=2[CH:10]=[C:9]1[CH3:18])[C:2]1[CH:7]=[CH:6][CH:5]=[CH:4][CH:3]=1.[H-].[Na+].[CH3:21][O:22][C:23](=[O:32])[CH:24](Br)[C:25]1[CH:30]=[CH:29][CH:28]=[CH:27][CH:26]=1. The catalyst is CN(C)C=O.C(OCC)(=O)C. The product is [CH3:21][O:22][C:23](=[O:32])[CH:24]([O:17][C:12]1[CH:13]=[CH:14][CH:15]=[C:16]2[C:11]=1[CH:10]=[C:9]([CH3:18])[N:8]2[CH2:1][C:2]1[CH:3]=[CH:4][CH:5]=[CH:6][CH:7]=1)[C:25]1[CH:26]=[CH:27][CH:28]=[CH:29][CH:30]=1. The yield is 0.620.